The task is: Predict which catalyst facilitates the given reaction.. This data is from Catalyst prediction with 721,799 reactions and 888 catalyst types from USPTO. (1) Reactant: [CH3:1][O:2][C:3]1[C:24]([O:25][CH3:26])=[CH:23][C:6]2[NH:7][C:8]([C:10]([NH:12][C:13]3[CH:22]=[CH:21][CH:20]=[CH:19][C:14]=3[C:15]([O:17]C)=[O:16])=[O:11])=[N:9][C:5]=2[CH:4]=1.[OH-].[Na+]. Product: [CH3:1][O:2][C:3]1[C:24]([O:25][CH3:26])=[CH:23][C:6]2[NH:7][C:8]([C:10]([NH:12][C:13]3[CH:22]=[CH:21][CH:20]=[CH:19][C:14]=3[C:15]([OH:17])=[O:16])=[O:11])=[N:9][C:5]=2[CH:4]=1. The catalyst class is: 36. (2) Reactant: [CH:1]1[C:13]2[C:12](=[CH:14][C:15]([NH:17][CH2:18][CH2:19][CH2:20][CH2:21][CH2:22][C:23](O)=[O:24])=[O:16])[C:11]3[C:6](=[CH:7][CH:8]=[CH:9][CH:10]=3)[C:5]=2[CH:4]=[CH:3][CH:2]=1.Cl.C(N=C=NCCCN(C)C)C.OC1C2N=NNC=2C=CC=1.C(N(CC)CC)C.[CH3:55][O:56][C:57]1[CH:62]=[CH:61][C:60]([NH2:63])=[C:59]([NH2:64])[CH:58]=1. Product: [CH:10]1[C:11]2[C:12](=[CH:14][C:15]([NH:17][CH2:18][CH2:19][CH2:20][CH2:21][CH2:22][C:23]([NH:63][C:60]3[CH:61]=[CH:62][C:57]([O:56][CH3:55])=[CH:58][C:59]=3[NH2:64])=[O:24])=[O:16])[C:13]3[C:5](=[CH:4][CH:3]=[CH:2][CH:1]=3)[C:6]=2[CH:7]=[CH:8][CH:9]=1. The catalyst class is: 650. (3) Reactant: [AlH4-].[Li+].[CH:3]([N:6]1[C:10]([C:11]2[N:12]=[C:13]3[C:19]4[CH:20]=[CH:21][C:22]([C:24]([NH2:26])=O)=[CH:23][C:18]=4[O:17][CH2:16][CH2:15][N:14]3[CH:27]=2)=[CH:9][CH:8]=[N:7]1)([CH3:5])[CH3:4]. Product: [CH:3]([N:6]1[C:10]([C:11]2[N:12]=[C:13]3[C:19]4[CH:20]=[CH:21][C:22]([CH2:24][NH2:26])=[CH:23][C:18]=4[O:17][CH2:16][CH2:15][N:14]3[CH:27]=2)=[CH:9][CH:8]=[N:7]1)([CH3:5])[CH3:4]. The catalyst class is: 7.